The task is: Predict the reactants needed to synthesize the given product.. This data is from Full USPTO retrosynthesis dataset with 1.9M reactions from patents (1976-2016). Given the product [CH3:1][O:2][C:3]1[CH:4]=[C:5]([CH:6]=[CH:7][C:8]=1[O:9][CH3:10])[NH2:11], predict the reactants needed to synthesize it. The reactants are: [CH3:1][O:2][C:3]1[CH:4]=[C:5]([N+:11]([O-])=O)[CH:6]=[CH:7][C:8]=1[O:9][CH3:10].